From a dataset of Peptide-MHC class I binding affinity with 185,985 pairs from IEDB/IMGT. Regression. Given a peptide amino acid sequence and an MHC pseudo amino acid sequence, predict their binding affinity value. This is MHC class I binding data. The peptide sequence is RPPYSSYGY. The MHC is HLA-C04:01 with pseudo-sequence HLA-C04:01. The binding affinity (normalized) is 0.0847.